This data is from Reaction yield outcomes from USPTO patents with 853,638 reactions. The task is: Predict the reaction yield, written as a fraction of the theoretical maximum amount of product (1.0 means a 100% yield; for example, 0.34 means a 34% yield). (1) The reactants are [BH4-].[Na+].[Cl-].[Ca+2].[Cl-].[CH2:6]([C:10]1[N:11]=[C:12]([CH3:47])[N:13]([C:32]2[CH:46]=[CH:45][C:35]([O:36][C:37]([CH3:44])([CH3:43])[C:38](OCC)=[O:39])=[CH:34][CH:33]=2)[C:14](=[O:31])[C:15]=1[CH2:16][C:17]1[CH:22]=[CH:21][C:20]([C:23]2[CH:28]=[CH:27][CH:26]=[CH:25][C:24]=2[C:29]#[N:30])=[CH:19][CH:18]=1)[CH2:7][CH2:8][CH3:9]. The catalyst is O1CCCC1.C(O)C.C(OCC)(=O)C. The product is [CH2:6]([C:10]1[N:11]=[C:12]([CH3:47])[N:13]([C:32]2[CH:33]=[CH:34][C:35]([O:36][C:37]([CH3:44])([CH3:43])[CH2:38][OH:39])=[CH:45][CH:46]=2)[C:14](=[O:31])[C:15]=1[CH2:16][C:17]1[CH:18]=[CH:19][C:20]([C:23]2[C:24]([C:29]#[N:30])=[CH:25][CH:26]=[CH:27][CH:28]=2)=[CH:21][CH:22]=1)[CH2:7][CH2:8][CH3:9]. The yield is 0.600. (2) The reactants are [CH3:1][C@@:2]12[C@@H:10]([OH:11])[CH2:9][CH2:8][C@H:7]1[C@@H:6]1[CH2:12][CH2:13][C:14]3[CH:19]=[C:18]([OH:20])[CH:17]=[CH:16][C:15]=3[C@H:5]1[CH2:4][CH2:3]2.[H-].[Na+].[CH2:23](Br)[C:24]1[CH:29]=[CH:28][CH:27]=[CH:26][CH:25]=1. The catalyst is CN(C)C=O. The product is [CH2:23]([O:20][C:18]1[CH:17]=[CH:16][C:15]2[C@@H:5]3[C@H:6]([C@H:7]4[C@@:2]([CH2:3][CH2:4]3)([CH3:1])[C@@H:10]([O:11][CH2:1][C:2]3[CH:7]=[CH:6][CH:5]=[CH:4][CH:3]=3)[CH2:9][CH2:8]4)[CH2:12][CH2:13][C:14]=2[CH:19]=1)[C:24]1[CH:29]=[CH:28][CH:27]=[CH:26][CH:25]=1. The yield is 0.950. (3) The reactants are [CH3:1][N:2]1[CH:6]=[CH:5][N:4]=[C:3]1[CH2:7][O:8][C:9]1[CH:10]=[C:11]([O:27][C:28]2[CH:33]=[CH:32][C:31]([S:34]([CH3:37])(=[O:36])=[O:35])=[CH:30][CH:29]=2)[CH:12]=[C:13]2[C:17]=1[NH:16][C:15]([C:18]1[S:19][CH:20]([CH2:23][C:24]([OH:26])=O)[CH2:21][N:22]=1)=[CH:14]2.Cl.C[N:40](C)CCCN=C=NCC.[NH4+].ON1C2C=CC=CC=2N=N1.CN(C)C=O. The catalyst is C(OCC)(=O)C.CO. The product is [CH3:1][N:2]1[CH:6]=[CH:5][N:4]=[C:3]1[CH2:7][O:8][C:9]1[CH:10]=[C:11]([O:27][C:28]2[CH:33]=[CH:32][C:31]([S:34]([CH3:37])(=[O:35])=[O:36])=[CH:30][CH:29]=2)[CH:12]=[C:13]2[C:17]=1[NH:16][C:15]([C:18]1[S:19][CH:20]([CH2:23][C:24]([NH2:40])=[O:26])[CH2:21][N:22]=1)=[CH:14]2. The yield is 0.240. (4) The reactants are [CH2:1]([O:8][C@@H:9]1[CH2:13][CH2:12][CH2:11][C@H:10]1[C:14]1[NH:18][N:17]=[CH:16][CH:15]=1)[C:2]1[CH:7]=[CH:6][CH:5]=[CH:4][CH:3]=1.[O:19]1[CH:24]=[CH:23][CH2:22][CH2:21][CH2:20]1.O.C1(C)C=CC(S(O)(=O)=O)=CC=1. The catalyst is ClCCl. The product is [CH2:1]([O:8][C@@H:9]1[CH2:13][CH2:12][CH2:11][C@H:10]1[C:14]1[CH:15]=[CH:16][N:17]([CH:20]2[CH2:21][CH2:22][CH2:23][CH2:24][O:19]2)[N:18]=1)[C:2]1[CH:3]=[CH:4][CH:5]=[CH:6][CH:7]=1. The yield is 0.980. (5) The reactants are C([O:8][C:9]1[C:14]([CH2:15][N:16]2[CH2:25][CH2:24][C:23]3[C:18](=[C:19]([CH3:31])[C:20]([C:26]([N:28]([CH3:30])[CH3:29])=[O:27])=[CH:21][CH:22]=3)[C:17]2=[O:32])=[C:13]([CH3:33])[CH:12]=[C:11]([CH3:34])[N:10]=1)C1C=CC=CC=1. The catalyst is CO.[Pd]. The product is [CH3:33][C:13]1[CH:12]=[C:11]([CH3:34])[NH:10][C:9](=[O:8])[C:14]=1[CH2:15][N:16]1[CH2:25][CH2:24][C:23]2[C:18](=[C:19]([CH3:31])[C:20]([C:26]([N:28]([CH3:29])[CH3:30])=[O:27])=[CH:21][CH:22]=2)[C:17]1=[O:32]. The yield is 0.497. (6) The reactants are [CH2:1]([O:8][C:9]1[CH:21]=[C:20]2[C:12]([C:13]3[CH:14]=[CH:15][C:16]([OH:22])=[CH:17][C:18]=3[NH:19]2)=[CH:11][CH:10]=1)[C:2]1C=CC=CC=1.C(=O)([O-])[O-].[Cs+].[Cs+].CC1C=CC(S(OCC[O:42][CH2:43][CH2:44][O:45][CH2:46][CH2:47][F:48])(=O)=O)=CC=1. The catalyst is CN(C=O)C.O.C(O)(=O)C.[Pd]. The product is [F:48][CH2:47][CH2:46][O:45][CH2:44][CH2:43][O:42][CH2:2][CH2:1][O:8][C:9]1[CH:21]=[C:20]2[C:12]([C:13]3[CH:14]=[CH:15][C:16]([OH:22])=[CH:17][C:18]=3[NH:19]2)=[CH:11][CH:10]=1. The yield is 0.270. (7) The reactants are [CH2:1]([N:3]1[CH2:8][CH2:7][NH:6][CH2:5][CH2:4]1)[CH3:2].O=[C:10]1[CH2:15][CH2:14][N:13]([C:16]([O:18][C:19]([CH3:22])([CH3:21])[CH3:20])=[O:17])[CH2:12][CH2:11]1.C(O)(=O)C.C(O[BH3-])(=O)C.[Na+].[OH-].[Na+]. The catalyst is C(O)C. The product is [CH2:1]([N:3]1[CH2:8][CH2:7][N:6]([CH:10]2[CH2:15][CH2:14][N:13]([C:16]([O:18][C:19]([CH3:22])([CH3:21])[CH3:20])=[O:17])[CH2:12][CH2:11]2)[CH2:5][CH2:4]1)[CH3:2]. The yield is 0.530. (8) The reactants are [C:1]([OH:6])#[C:2][CH2:3][CH2:4][CH3:5].C(Cl)Cl.[C:10](Cl)([C:12]1[CH:17]=[CH:16][CH:15]=[CH:14][CH:13]=1)=[O:11]. The catalyst is CN(C1C=CN=CC=1)C.CCN(CC)CC. The product is [C:10]([O:6][CH2:1][CH2:2][CH2:3][C:4]#[CH:5])(=[O:11])[C:12]1[CH:17]=[CH:16][CH:15]=[CH:14][CH:13]=1. The yield is 0.890.